Dataset: Forward reaction prediction with 1.9M reactions from USPTO patents (1976-2016). Task: Predict the product of the given reaction. (1) Given the reactants [C:1]([SiH2:5][O:6][C:7]([CH3:20])([CH3:19])[C:8]1[CH:9]=[C:10]([CH2:17][OH:18])[CH:11]=[C:12]([N+:14]([O-])=O)[CH:13]=1)([CH3:4])([CH3:3])[CH3:2], predict the reaction product. The product is: [NH2:14][C:12]1[CH:11]=[C:10]([CH2:17][OH:18])[CH:9]=[C:8]([C:7]([CH3:20])([CH3:19])[O:6][SiH2:5][C:1]([CH3:2])([CH3:4])[CH3:3])[CH:13]=1. (2) Given the reactants [NH2:1][C:2]1[CH:7]=[CH:6][C:5]([C:8]2[CH:16]=[C:15]3[C:11]([CH2:12][N:13]([C@@H:18]([CH:23]([CH3:25])[CH3:24])[C:19]([O:21][CH3:22])=[O:20])[C:14]3=[O:17])=[CH:10][CH:9]=2)=[CH:4][CH:3]=1.N1C=CC=CC=1.[C:32]1([S:38](Cl)(=[O:40])=[O:39])[CH:37]=[CH:36][CH:35]=[CH:34][CH:33]=1, predict the reaction product. The product is: [CH3:24][CH:23]([CH3:25])[C@H:18]([N:13]1[CH2:12][C:11]2[C:15](=[CH:16][C:8]([C:5]3[CH:4]=[CH:3][C:2]([NH:1][S:38]([C:32]4[CH:37]=[CH:36][CH:35]=[CH:34][CH:33]=4)(=[O:40])=[O:39])=[CH:7][CH:6]=3)=[CH:9][CH:10]=2)[C:14]1=[O:17])[C:19]([O:21][CH3:22])=[O:20].